This data is from Forward reaction prediction with 1.9M reactions from USPTO patents (1976-2016). The task is: Predict the product of the given reaction. (1) Given the reactants [F:1][C:2]([F:44])([F:43])[C:3]1[CH:4]=[C:5]([C@H:13]2[O:17][C:16](=[O:18])[N:15]([CH2:19][C:20]3[CH:25]=[C:24]([C:26]([F:29])([F:28])[F:27])[CH:23]=[CH:22][C:21]=3[C:30]3[C:35]([N+:36]([O-])=O)=[CH:34][CH:33]=[C:32]([C:39]([CH3:41])=[CH2:40])[N:31]=3)[C@H:14]2[CH3:42])[CH:6]=[C:7]([C:9]([F:12])([F:11])[F:10])[CH:8]=1, predict the reaction product. The product is: [NH2:36][C:35]1[C:30]([C:21]2[CH:22]=[CH:23][C:24]([C:26]([F:29])([F:28])[F:27])=[CH:25][C:20]=2[CH2:19][N:15]2[C@@H:14]([CH3:42])[C@@H:13]([C:5]3[CH:6]=[C:7]([C:9]([F:10])([F:11])[F:12])[CH:8]=[C:3]([C:2]([F:1])([F:43])[F:44])[CH:4]=3)[O:17][C:16]2=[O:18])=[N:31][C:32]([CH:39]([CH3:40])[CH3:41])=[CH:33][CH:34]=1. (2) Given the reactants C(OOC(=O)C1C=CC=CC=1)(=O)C1C=CC=CC=1.C1C=CC=CC=1.[Cl:25][C:26]1[CH:27]=[CH:28][C:29]([CH3:42])=[C:30]([C:32]2[CH:33]=[CH:34][C:35]([C:38]([O:40][CH3:41])=[O:39])=[N:36][CH:37]=2)[CH:31]=1.C1C(=O)N([Br:50])C(=O)C1, predict the reaction product. The product is: [Br:50][CH2:42][C:29]1[CH:28]=[CH:27][C:26]([Cl:25])=[CH:31][C:30]=1[C:32]1[CH:33]=[CH:34][C:35]([C:38]([O:40][CH3:41])=[O:39])=[N:36][CH:37]=1. (3) Given the reactants [CH3:1][S:2]([NH:5][C:6]1[CH:11]=[CH:10][C:9]([C:12]2[CH:17]=[CH:16][N:15]=[C:14]3[NH:18][C:19]([CH2:21][C:22]([O:24]C(C)(C)C)=[O:23])=[CH:20][C:13]=23)=[CH:8][CH:7]=1)(=[O:4])=[O:3].[C:29]([OH:35])([C:31]([F:34])([F:33])[F:32])=[O:30], predict the reaction product. The product is: [F:32][C:31]([F:34])([F:33])[C:29]([OH:35])=[O:30].[CH3:1][S:2]([NH:5][C:6]1[CH:7]=[CH:8][C:9]([C:12]2[CH:17]=[CH:16][N:15]=[C:14]3[NH:18][C:19]([CH2:21][C:22]([OH:24])=[O:23])=[CH:20][C:13]=23)=[CH:10][CH:11]=1)(=[O:3])=[O:4].